Dataset: Forward reaction prediction with 1.9M reactions from USPTO patents (1976-2016). Task: Predict the product of the given reaction. Given the reactants [NH2:1][C:2]1[CH:7]=[C:6]([C:8]2[CH:13]=[CH:12][CH:11]=[CH:10][CH:9]=2)[C:5]([C:14]#[N:15])=[CH:4][CH:3]=1.Cl.[NH2:17][C:18]([CH3:27])([CH3:26])[C:19](OC(C)(C)C)=[O:20].[C:28](Cl)(Cl)=[O:29], predict the reaction product. The product is: [CH3:27][C:18]1([CH3:26])[C:19](=[O:20])[N:1]([C:2]2[CH:7]=[C:6]([C:8]3[CH:13]=[CH:12][CH:11]=[CH:10][CH:9]=3)[C:5]([C:14]#[N:15])=[CH:4][CH:3]=2)[C:28](=[O:29])[NH:17]1.